Dataset: NCI-60 drug combinations with 297,098 pairs across 59 cell lines. Task: Regression. Given two drug SMILES strings and cell line genomic features, predict the synergy score measuring deviation from expected non-interaction effect. (1) Drug 1: CC1=C2C(C(=O)C3(C(CC4C(C3C(C(C2(C)C)(CC1OC(=O)C(C(C5=CC=CC=C5)NC(=O)OC(C)(C)C)O)O)OC(=O)C6=CC=CC=C6)(CO4)OC(=O)C)OC)C)OC. Drug 2: CC1=C2C(C(=O)C3(C(CC4C(C3C(C(C2(C)C)(CC1OC(=O)C(C(C5=CC=CC=C5)NC(=O)C6=CC=CC=C6)O)O)OC(=O)C7=CC=CC=C7)(CO4)OC(=O)C)O)C)OC(=O)C. Cell line: IGROV1. Synergy scores: CSS=48.7, Synergy_ZIP=1.16, Synergy_Bliss=1.54, Synergy_Loewe=7.23, Synergy_HSA=8.84. (2) Drug 1: CC1=C(C=C(C=C1)NC2=NC=CC(=N2)N(C)C3=CC4=NN(C(=C4C=C3)C)C)S(=O)(=O)N.Cl. Drug 2: CC(C)(C#N)C1=CC(=CC(=C1)CN2C=NC=N2)C(C)(C)C#N. Cell line: KM12. Synergy scores: CSS=-1.91, Synergy_ZIP=-3.04, Synergy_Bliss=-7.25, Synergy_Loewe=-5.51, Synergy_HSA=-5.19. (3) Drug 1: CCN(CC)CCCC(C)NC1=C2C=C(C=CC2=NC3=C1C=CC(=C3)Cl)OC. Drug 2: C(CCl)NC(=O)N(CCCl)N=O. Cell line: SW-620. Synergy scores: CSS=29.9, Synergy_ZIP=2.60, Synergy_Bliss=6.36, Synergy_Loewe=4.27, Synergy_HSA=6.78. (4) Drug 1: C1=CC(=C2C(=C1NCCNCCO)C(=O)C3=C(C=CC(=C3C2=O)O)O)NCCNCCO. Drug 2: C1=NNC2=C1C(=O)NC=N2. Cell line: SF-295. Synergy scores: CSS=63.2, Synergy_ZIP=3.18, Synergy_Bliss=3.51, Synergy_Loewe=-26.9, Synergy_HSA=4.98. (5) Drug 1: CC1=C(C=C(C=C1)NC(=O)C2=CC=C(C=C2)CN3CCN(CC3)C)NC4=NC=CC(=N4)C5=CN=CC=C5. Drug 2: CC1CCC2CC(C(=CC=CC=CC(CC(C(=O)C(C(C(=CC(C(=O)CC(OC(=O)C3CCCCN3C(=O)C(=O)C1(O2)O)C(C)CC4CCC(C(C4)OC)O)C)C)O)OC)C)C)C)OC. Cell line: A498. Synergy scores: CSS=-3.98, Synergy_ZIP=0.895, Synergy_Bliss=0.611, Synergy_Loewe=-4.14, Synergy_HSA=-4.07. (6) Drug 1: CC1=C(C(=CC=C1)Cl)NC(=O)C2=CN=C(S2)NC3=CC(=NC(=N3)C)N4CCN(CC4)CCO. Drug 2: CS(=O)(=O)OCCCCOS(=O)(=O)C. Cell line: NCI-H322M. Synergy scores: CSS=2.04, Synergy_ZIP=0.0526, Synergy_Bliss=-0.762, Synergy_Loewe=-7.54, Synergy_HSA=-3.02. (7) Cell line: MDA-MB-435. Drug 1: CC(C)CN1C=NC2=C1C3=CC=CC=C3N=C2N. Drug 2: C(CN)CNCCSP(=O)(O)O. Synergy scores: CSS=-4.11, Synergy_ZIP=3.91, Synergy_Bliss=2.39, Synergy_Loewe=-1.18, Synergy_HSA=-3.29.